Dataset: Forward reaction prediction with 1.9M reactions from USPTO patents (1976-2016). Task: Predict the product of the given reaction. (1) The product is: [OH:7][C@H:4]1[CH2:5][CH2:6][N:2]([C:21]([CH:18]2[CH2:19][CH2:20][O:15][CH2:16][CH2:17]2)=[O:22])[CH2:3]1. Given the reactants Cl.[NH:2]1[CH2:6][CH2:5][C@H:4]([OH:7])[CH2:3]1.C(N(CC)CC)C.[O:15]1[CH2:20][CH2:19][CH:18]([C:21](Cl)=[O:22])[CH2:17][CH2:16]1.CCOC(C)=O, predict the reaction product. (2) Given the reactants [CH3:1][C@@:2]12[C:8]([CH3:10])([CH3:9])[C@@H:5]([CH2:6][CH2:7]1)[C:4](=O)[C:3]2=O.COP([CH2:19][C:20](=O)[C:21]([CH3:24])([CH3:23])[CH3:22])(=O)OC.O.[NH2:27][NH2:28], predict the reaction product. The product is: [C:21]([C:20]1[CH:19]=[C:4]2[C:3]([C@:2]3([CH3:1])[C:8]([CH3:10])([CH3:9])[C@H:5]2[CH2:6][CH2:7]3)=[N:28][N:27]=1)([CH3:24])([CH3:23])[CH3:22]. (3) Given the reactants [OH:1][CH2:2][C:3]1[C:11]([CH2:12][N:13]2[C:21](=[O:22])[C:20]3[C:15](=[CH:16][CH:17]=[CH:18][CH:19]=3)[C:14]2=[O:23])=[CH:10][C:9]([CH3:24])=[C:8]2[C:4]=1[CH:5]=[CH:6][N:7]2[S:25]([C:28]1[CH:34]=[CH:33][C:31]([CH3:32])=[CH:30][CH:29]=1)(=[O:27])=[O:26], predict the reaction product. The product is: [O:23]=[C:14]1[C:15]2[C:20](=[CH:19][CH:18]=[CH:17][CH:16]=2)[C:21](=[O:22])[N:13]1[CH2:12][C:11]1[CH:10]=[C:9]([CH3:24])[C:8]2[N:7]([S:25]([C:28]3[CH:29]=[CH:30][C:31]([CH3:32])=[CH:33][CH:34]=3)(=[O:27])=[O:26])[CH:6]=[CH:5][C:4]=2[C:3]=1[CH:2]=[O:1].